This data is from Full USPTO retrosynthesis dataset with 1.9M reactions from patents (1976-2016). The task is: Predict the reactants needed to synthesize the given product. (1) Given the product [NH2:3][C:4]([NH2:5])=[C:15]([N+:19]([O-:21])=[O:20])[N+:16]([O-:18])=[O:17], predict the reactants needed to synthesize it. The reactants are: OC1C([N+]([O-])=O)([N+]([O-])=O)C(O)=[N:5][C:4](=[C:15]([N+:19]([O-:21])=[O:20])[N+:16]([O-:18])=[O:17])[N:3]=1.OC1C=C(O)N=C(C)N=1. (2) The reactants are: CO[C:3](=[O:38])[CH2:4][NH:5][C:6](=[O:37])[C:7]1[CH:12]=[C:11]([Cl:13])[C:10]([O:14][C:15]2[CH:20]=[CH:19][N:18]=[CH:17][C:16]=2[C:21]([N:23]2[C:32]3[C:27](=[CH:28][CH:29]=[CH:30][CH:31]=3)[N:26]([CH:33]3[CH2:35][CH2:34]3)[CH2:25][CH2:24]2)=[O:22])=[CH:9][C:8]=1[Cl:36].NC(CO)[CH2:41][OH:42]. Given the product [Cl:36][C:8]1[CH:9]=[C:10]([O:14][C:15]2[CH:20]=[CH:19][N:18]=[CH:17][C:16]=2[C:21]([N:23]2[C:32]3[C:27](=[CH:28][CH:29]=[CH:30][CH:31]=3)[N:26]([CH:33]3[CH2:35][CH2:34]3)[CH2:25][CH2:24]2)=[O:22])[C:11]([Cl:13])=[CH:12][C:7]=1[C:6]([NH:5][CH:4]([CH2:3][OH:38])[CH2:41][OH:42])=[O:37], predict the reactants needed to synthesize it.